Dataset: Forward reaction prediction with 1.9M reactions from USPTO patents (1976-2016). Task: Predict the product of the given reaction. (1) Given the reactants [NH:1]1[C:9]2[C:4](=[CH:5][CH:6]=[CH:7][CH:8]=2)[C:3]([C:10]([OH:12])=[O:11])=[CH:2]1.CN(C=O)C.S(Cl)(Cl)=O.[C:22](O)([CH3:25])([CH3:24])[CH3:23], predict the reaction product. The product is: [C:22]([O:11][C:10]([C:3]1[C:4]2[C:9](=[CH:8][CH:7]=[CH:6][CH:5]=2)[NH:1][CH:2]=1)=[O:12])([CH3:25])([CH3:24])[CH3:23]. (2) Given the reactants F[C:2]1[CH:7]=[C:6]([I:8])[CH:5]=[C:4]([C:9]([F:12])([F:11])[F:10])[N:3]=1.[CH2:13]([NH2:18])[C:14]([CH3:17])([CH3:16])[CH3:15], predict the reaction product. The product is: [I:8][C:6]1[CH:5]=[C:4]([C:9]([F:12])([F:11])[F:10])[N:3]=[C:2]([NH:18][CH2:13][C:14]([CH3:17])([CH3:16])[CH3:15])[CH:7]=1.